Dataset: Forward reaction prediction with 1.9M reactions from USPTO patents (1976-2016). Task: Predict the product of the given reaction. (1) Given the reactants Br[C:2]1[CH:3]=[CH:4][C:5]([Cl:15])=[C:6]([CH:14]=1)[NH:7][C:8]1[CH:13]=[CH:12][CH:11]=[CH:10][CH:9]=1.B([C:19]1[CH:20]=[C:21]([CH:25]=[CH:26][CH:27]=1)[C:22]([OH:24])=[O:23])(O)O.C(=O)([O-])[O-].[Na+].[Na+], predict the reaction product. The product is: [Cl:15][C:5]1[CH:4]=[CH:3][C:2]([C:19]2[CH:27]=[CH:26][CH:25]=[C:21]([C:22]([OH:24])=[O:23])[CH:20]=2)=[CH:14][C:6]=1[NH:7][C:8]1[CH:13]=[CH:12][CH:11]=[CH:10][CH:9]=1. (2) Given the reactants [NH2:1][C:2]1[C:10]2[C:5](=[N:6][CH:7]=[CH:8][N:9]=2)[S:4][C:3]=1[C:11]([OH:13])=O.CN(C(ON1N=NC2C=CC=NC1=2)=[N+](C)C)C.F[P-](F)(F)(F)(F)F.CCN(C(C)C)C(C)C.Cl.[NH2:48][C:49]1[CH:50]=[C:51]([NH:56][C:57](=[O:69])[C:58]2[CH:63]=[CH:62][CH:61]=[C:60]([C:64]([C:67]#[N:68])([CH3:66])[CH3:65])[CH:59]=2)[CH:52]=[CH:53][C:54]=1[CH3:55], predict the reaction product. The product is: [NH2:1][C:2]1[C:10]2[C:5](=[N:6][CH:7]=[CH:8][N:9]=2)[S:4][C:3]=1[C:11]([NH:48][C:49]1[CH:50]=[C:51]([NH:56][C:57](=[O:69])[C:58]2[CH:63]=[CH:62][CH:61]=[C:60]([C:64]([C:67]#[N:68])([CH3:65])[CH3:66])[CH:59]=2)[CH:52]=[CH:53][C:54]=1[CH3:55])=[O:13]. (3) Given the reactants [C:1]1([CH3:13])[CH:6]=[C:5]([CH3:7])[CH:4]=[C:3]([CH3:8])[C:2]=1[S:9](Cl)(=[O:11])=[O:10].C(N(C(C)C)CC)(C)C.[NH2:23][C:24]1[N:29]=[C:28]([OH:30])[C:27]([CH2:31][C:32]2[CH:37]=[CH:36][C:35]([CH2:38][OH:39])=[CH:34][C:33]=2[O:40][CH3:41])=[C:26]([CH3:42])[N:25]=1, predict the reaction product. The product is: [CH3:13][C:1]1[CH:6]=[C:5]([CH3:7])[CH:4]=[C:3]([CH3:8])[C:2]=1[S:9]([O:30][C:28]1[C:27]([CH2:31][C:32]2[CH:37]=[CH:36][C:35]([CH2:38][OH:39])=[CH:34][C:33]=2[O:40][CH3:41])=[C:26]([CH3:42])[N:25]=[C:24]([NH2:23])[N:29]=1)(=[O:11])=[O:10].